This data is from Full USPTO retrosynthesis dataset with 1.9M reactions from patents (1976-2016). The task is: Predict the reactants needed to synthesize the given product. (1) Given the product [CH3:11][O:12][C:13](=[O:21])[C:14]1[CH:19]=[CH:18][C:17]([O:20][C:2]2[C:3]([CH3:10])=[CH:4][C:5]([CH:8]=[O:9])=[CH:6][N:7]=2)=[CH:16][CH:15]=1, predict the reactants needed to synthesize it. The reactants are: Br[C:2]1[N:7]=[CH:6][C:5]([CH:8]=[O:9])=[CH:4][C:3]=1[CH3:10].[CH3:11][O:12][C:13](=[O:21])[C:14]1[CH:19]=[CH:18][C:17]([OH:20])=[CH:16][CH:15]=1.C([O-])([O-])=O.[K+].[K+]. (2) The reactants are: [C:1]1([C:7]2[N:12]=[CH:11][C:10]([CH:13]([OH:15])[CH3:14])=[CH:9][CH:8]=2)[CH:6]=[CH:5][CH:4]=[CH:3][CH:2]=1.[CH:16]1[N:20]=[CH:19][N:18]([C:21](N2C=NC=C2)=[O:22])[CH:17]=1. Given the product [N:18]1([C:21]([O:15][CH:13]([C:10]2[CH:11]=[N:12][C:7]([C:1]3[CH:6]=[CH:5][CH:4]=[CH:3][CH:2]=3)=[CH:8][CH:9]=2)[CH3:14])=[O:22])[CH:17]=[CH:16][N:20]=[CH:19]1, predict the reactants needed to synthesize it. (3) The reactants are: [CH2:1]([CH:8]([CH:13]=O)[C:9]([O:11]C)=O)[C:2]1[CH:7]=[CH:6][CH:5]=[CH:4][CH:3]=1.[CH2:15]([O:22][CH2:23][CH2:24][CH2:25][N:26]([CH:38]1[CH2:42][CH2:41][CH2:40][CH2:39]1)[S:27]([C:30]1[CH:31]=[N:32][C:33]([NH:36][NH2:37])=[CH:34][CH:35]=1)(=[O:29])=[O:28])[C:16]1[CH:21]=[CH:20][CH:19]=[CH:18][CH:17]=1. Given the product [CH2:1]([C:8]1[C:9](=[O:11])[N:36]([C:33]2[N:32]=[CH:31][C:30]([S:27]([N:26]([CH2:25][CH2:24][CH2:23][O:22][CH2:15][C:16]3[CH:17]=[CH:18][CH:19]=[CH:20][CH:21]=3)[CH:38]3[CH2:42][CH2:41][CH2:40][CH2:39]3)(=[O:29])=[O:28])=[CH:35][CH:34]=2)[NH:37][CH:13]=1)[C:2]1[CH:3]=[CH:4][CH:5]=[CH:6][CH:7]=1, predict the reactants needed to synthesize it. (4) Given the product [CH2:69]([O:49][CH:47]1[CH2:46][N:45]([CH:35]2[CH2:30][CH2:29][O:36][CH2:33][CH2:34]2)[CH2:43][C@@H:42]1[NH:28][C:26](=[O:27])[CH2:25][NH:24][C:6]1[C:5]2[C:10](=[CH:11][CH:12]=[C:3]([C:2]([F:15])([F:14])[F:1])[CH:4]=2)[N:9]=[CH:8][N:7]=1)[CH:59]=[CH2:60], predict the reactants needed to synthesize it. The reactants are: [F:1][C:2]([F:15])([F:14])[C:3]1[CH:4]=[C:5]2[C:10](=[CH:11][CH:12]=1)[N:9]=[CH:8][NH:7][C:6]2=O.P(Cl)(Cl)(Cl)(Cl)Cl.Cl.Cl.[NH2:24][CH2:25][C:26]([NH2:28])=[O:27].[C:29](N)(=[O:36])[C:30]1[CH:35]=[CH:34][CH:33]=CC=1.FC(F)(F)C1C=[C:42](C=CC=1)[C:43]([NH:45][CH2:46][C:47]([OH:49])=O)=O.C(=O)([O-])N.[CH2:59]1[CH2:69]CN2C(=NCCC2)C[CH2:60]1. (5) Given the product [ClH:48].[N:1]1[CH:6]=[CH:5][CH:4]=[CH:3][C:2]=1[CH2:7][NH:8][CH2:16][C:17]1[C:26]2[C:21](=[CH:22][CH:23]=[CH:24][CH:25]=2)[C:20]([C:27]([NH:29][C@@H:30]([CH2:34][CH2:35][CH2:36][NH:37][C@H:38]2[C:47]3[N:46]=[CH:45][CH:44]=[CH:43][C:42]=3[CH2:41][CH2:40][CH2:39]2)[C:31]([OH:33])=[O:32])=[O:28])=[CH:19][CH:18]=1, predict the reactants needed to synthesize it. The reactants are: [N:1]1[CH:6]=[CH:5][CH:4]=[CH:3][C:2]=1[CH2:7][N:8]([CH2:16][C:17]1[C:26]2[C:21](=[CH:22][CH:23]=[CH:24][CH:25]=2)[C:20]([C:27]([NH:29][C@@H:30]([CH2:34][CH2:35][CH2:36][NH:37][C@H:38]2[C:47]3[N:46]=[CH:45][CH:44]=[CH:43][C:42]=3[CH2:41][CH2:40][CH2:39]2)[C:31]([OH:33])=[O:32])=[O:28])=[CH:19][CH:18]=1)C(OC(C)(C)C)=O.[ClH:48].O1CCOCC1. (6) Given the product [F:1][C:2]1[CH:27]=[CH:26][CH:25]=[C:24]([F:28])[C:3]=1[C:4]([NH:6][C:7]1[CH:11]=[CH:10][N:9]([CH2:12][C:13]2[CH:18]=[CH:17][C:16]([CH3:30])=[CH:15][C:14]=2[C:20]([F:23])([F:22])[F:21])[N:8]=1)=[O:5], predict the reactants needed to synthesize it. The reactants are: [F:1][C:2]1[CH:27]=[CH:26][CH:25]=[C:24]([F:28])[C:3]=1[C:4]([NH:6][C:7]1[CH:11]=[CH:10][N:9]([CH2:12][C:13]2[CH:18]=[CH:17][C:16](I)=[CH:15][C:14]=2[C:20]([F:23])([F:22])[F:21])[N:8]=1)=[O:5].[Cl-].[CH3:30][Zn+]. (7) Given the product [C:1]([N:18]1[C:24]([C:25]([OH:27])=[O:26])=[CH:23][S:20][CH:19]1[NH2:21])([O:3][CH2:4][CH:5]1[C:6]2[C:11](=[CH:10][CH:9]=[CH:8][CH:7]=2)[C:12]2[C:17]1=[CH:16][CH:15]=[CH:14][CH:13]=2)=[O:2], predict the reactants needed to synthesize it. The reactants are: [C:1]([NH:18][C:19]([NH2:21])=[S:20])([O:3][CH2:4][CH:5]1[C:17]2[C:12](=[CH:13][CH:14]=[CH:15][CH:16]=2)[C:11]2[C:6]1=[CH:7][CH:8]=[CH:9][CH:10]=2)=[O:2].Br[CH2:23][C:24](=O)[C:25]([OH:27])=[O:26]. (8) Given the product [NH2:5][C:14]1[C:21]([CH3:22])=[CH:20][C:17]([C:18]#[N:19])=[C:16]([O:23][CH3:24])[CH:15]=1, predict the reactants needed to synthesize it. The reactants are: NN.O=C1C2C(=CC=CC=2)C(=O)[N:5]1[C:14]1[C:21]([CH3:22])=[CH:20][C:17]([C:18]#[N:19])=[C:16]([O:23][CH3:24])[CH:15]=1.[Cl-].[Na+].C(=O)([O-])O.[Na+].